Task: Predict the reactants needed to synthesize the given product.. Dataset: Retrosynthesis with 50K atom-mapped reactions and 10 reaction types from USPTO (1) Given the product Cc1cc(Oc2c(F)cc(C(F)(F)F)cc2Cl)n[nH]1, predict the reactants needed to synthesize it. The reactants are: Cc1cc(Oc2c(F)cc(C(F)(F)F)cc2Cl)nn1C(=O)OC(C)(C)C. (2) Given the product O=C(c1cnn2cccnc12)N1CCN(S(=O)(=O)c2ccc(C(F)(F)F)cc2)CC1, predict the reactants needed to synthesize it. The reactants are: O=C(O)c1cnn2cccnc12.O=S(=O)(c1ccc(C(F)(F)F)cc1)N1CCNCC1. (3) Given the product COC(=O)c1sccc1S(=O)(=O)NC(=O)Nc1nc(C#N)cc(OC)n1, predict the reactants needed to synthesize it. The reactants are: COC(=O)c1sccc1S(=O)(=O)N=C=O.COc1cc(C#N)nc(N)n1. (4) The reactants are: CC(C)(C)OC(=O)N1CC(N)C1.Cc1[nH]c(C(=O)O)c(Cl)c1Cl. Given the product Cc1[nH]c(C(=O)NC2CN(C(=O)OC(C)(C)C)C2)c(Cl)c1Cl, predict the reactants needed to synthesize it. (5) Given the product CC(C)(C)OC(=O)N1CCCCC1CNC(=O)c1ncccc1N, predict the reactants needed to synthesize it. The reactants are: CC(C)(C)OC(=O)N1CCCCC1CN.Nc1cccnc1C(=O)O.